This data is from TCR-epitope binding with 47,182 pairs between 192 epitopes and 23,139 TCRs. The task is: Binary Classification. Given a T-cell receptor sequence (or CDR3 region) and an epitope sequence, predict whether binding occurs between them. (1) The epitope is SEVGPEHSLAEY. The TCR CDR3 sequence is CASSSPGQGASGELFF. Result: 1 (the TCR binds to the epitope). (2) The epitope is LLMPILTLT. The TCR CDR3 sequence is CASSQEPTDTQYF. Result: 1 (the TCR binds to the epitope). (3) The epitope is FTISVTTEIL. The TCR CDR3 sequence is CSADRTPGQGVHEQYF. Result: 0 (the TCR does not bind to the epitope). (4) The epitope is SGPLKAEIAQRLED. The TCR CDR3 sequence is CASSQEVLKSPLHF. Result: 1 (the TCR binds to the epitope). (5) The epitope is TEILPVSMTK. The TCR CDR3 sequence is CASSMGQGTYEQYF. Result: 0 (the TCR does not bind to the epitope). (6) The epitope is IVTDFSVIK. The TCR CDR3 sequence is CASSGRHVDTKDTQYF. Result: 1 (the TCR binds to the epitope). (7) The epitope is QECVRGTTVL. The TCR CDR3 sequence is CASSYQDPAVETQYF. Result: 0 (the TCR does not bind to the epitope).